From a dataset of Catalyst prediction with 721,799 reactions and 888 catalyst types from USPTO. Predict which catalyst facilitates the given reaction. Reactant: [O:1]1[CH2:3][C@H:2]1[C:4]([OH:6])=O.CCN(CC)CC.Cl.[CH3:15][O:16][NH:17][CH3:18].CCN=C=NCCCN(C)C. Product: [CH3:15][O:16][N:17]([CH3:18])[C:4]([C@@H:2]1[CH2:3][O:1]1)=[O:6]. The catalyst class is: 64.